Dataset: Full USPTO retrosynthesis dataset with 1.9M reactions from patents (1976-2016). Task: Predict the reactants needed to synthesize the given product. Given the product [OH:7][C:1]([C:3]([F:6])([F:5])[F:4])=[O:2].[O:38]=[C:21]([N:18]1[CH2:19][CH2:20][NH:15][CH2:16][CH2:17]1)[CH2:22][NH:23][C:24]([C:26]1[CH:27]=[CH:28][C:29]([C:32]2[CH:37]=[CH:36][CH:35]=[CH:34][CH:33]=2)=[CH:30][CH:31]=1)=[O:25], predict the reactants needed to synthesize it. The reactants are: [C:1]([OH:7])([C:3]([F:6])([F:5])[F:4])=[O:2].C(OC([N:15]1[CH2:20][CH2:19][N:18]([C:21](=[O:38])[CH2:22][NH:23][C:24]([C:26]2[CH:31]=[CH:30][C:29]([C:32]3[CH:37]=[CH:36][CH:35]=[CH:34][CH:33]=3)=[CH:28][CH:27]=2)=[O:25])[CH2:17][CH2:16]1)=O)(C)(C)C.